Dataset: Forward reaction prediction with 1.9M reactions from USPTO patents (1976-2016). Task: Predict the product of the given reaction. (1) Given the reactants [CH:1]1([NH:6][C:7]2[CH:12]=[CH:11][N:10]=[C:9]([NH2:13])[N:8]=2)[CH2:5][CH2:4][CH2:3][CH2:2]1.[I:14]N1C(=O)CCC1=O.C([O-])([O-])=O.[Na+].[Na+].S([O-])([O-])=O.[Na+].[Na+], predict the reaction product. The product is: [CH:1]1([NH:6][C:7]2[C:12]([I:14])=[CH:11][N:10]=[C:9]([NH2:13])[N:8]=2)[CH2:2][CH2:3][CH2:4][CH2:5]1. (2) Given the reactants Cl.[CH3:2][N:3]1[C:11]2[C:6](=[CH:7][CH:8]=[C:9]([O:12][C:13]3[CH:18]=[CH:17][N:16]=[C:15]4[CH:19]=[C:20]([C:22]([N:24]5[CH2:28][CH2:27][C@@H:26]([N:29](C)[C:30](=O)OC(C)(C)C)[CH2:25]5)=[O:23])[S:21][C:14]=34)[CH:10]=2)[C:5]([C:38]([NH:40][CH3:41])=[O:39])=[C:4]1[CH3:42], predict the reaction product. The product is: [CH3:41][NH:40][C:38]([C:5]1[C:6]2[C:11](=[CH:10][C:9]([O:12][C:13]3[CH:18]=[CH:17][N:16]=[C:15]4[CH:19]=[C:20]([C:22]([N:24]5[CH2:28][CH2:27][CH:26]([NH:29][CH3:30])[CH2:25]5)=[O:23])[S:21][C:14]=34)=[CH:8][CH:7]=2)[N:3]([CH3:2])[C:4]=1[CH3:42])=[O:39]. (3) Given the reactants [F:1][C:2]1[CH:3]=[C:4]([C:9]2[CH:10]=[C:11]([CH2:20][OH:21])[C:12](=[O:19])[N:13]([CH2:15][CH:16]([CH3:18])[CH3:17])[N:14]=2)[CH:5]=[CH:6][C:7]=1[CH3:8].C(N(CC)CC)C.[CH3:29][S:30](Cl)(=[O:32])=[O:31].C(=O)([O-])O.[Na+], predict the reaction product. The product is: [F:1][C:2]1[CH:3]=[C:4]([C:9]2[CH:10]=[C:11]([CH2:20][O:21][S:30]([CH3:29])(=[O:32])=[O:31])[C:12](=[O:19])[N:13]([CH2:15][CH:16]([CH3:18])[CH3:17])[N:14]=2)[CH:5]=[CH:6][C:7]=1[CH3:8]. (4) Given the reactants [NH2:1][C:2]1[C:7]([NH2:8])=[C:6]([C:9]2[CH:14]=[CH:13][C:12]([CH2:15][NH:16][C:17](=[O:23])OC(C)(C)C)=[C:11]([F:24])[CH:10]=2)[CH:5]=[CH:4][N:3]=1.[CH3:25][N:26]1[CH2:31][CH2:30][N:29]([CH2:32][C:33]2[CH:40]=[CH:39][C:36]([CH:37]=O)=[CH:35][CH:34]=2)[CH2:28][CH2:27]1.[C:41]([C:45]1[O:49][N:48]=[C:47](C(OC)=O)[N:46]=1)([CH3:44])([CH3:43])[CH3:42], predict the reaction product. The product is: [C:41]([C:45]1[O:49][N:48]=[C:47]([C:17]([NH:16][CH2:15][C:12]2[CH:13]=[CH:14][C:9]([C:6]3[CH:5]=[CH:4][N:3]=[C:2]4[N:1]=[C:37]([C:36]5[CH:39]=[CH:40][C:33]([CH2:32][N:29]6[CH2:30][CH2:31][N:26]([CH3:25])[CH2:27][CH2:28]6)=[CH:34][CH:35]=5)[NH:8][C:7]=34)=[CH:10][C:11]=2[F:24])=[O:23])[N:46]=1)([CH3:44])([CH3:43])[CH3:42]. (5) Given the reactants [C:1]([N:4]1[CH2:21][CH2:20][C:7]2([NH:11][C:10](=[O:12])[C@H:9]([CH2:13][C:14]3[CH:19]=[CH:18][CH:17]=[CH:16][CH:15]=3)[NH:8]2)[CH2:6][CH2:5]1)(=[O:3])[CH3:2].O.C[Si]([Cl:27])(C)C, predict the reaction product. The product is: [ClH:27].[C:1]([N:4]1[CH2:5][CH2:6][C:7]2([NH:11][C:10](=[O:12])[C@H:9]([CH2:13][C:14]3[CH:19]=[CH:18][CH:17]=[CH:16][CH:15]=3)[NH:8]2)[CH2:20][CH2:21]1)(=[O:3])[CH3:2]. (6) Given the reactants [C:1]([C@H:4]([O:34][CH3:35])[CH2:5][C@H:6]1[CH2:17][CH2:16][C:15]2[S:14][C:13]3[N:12]=[CH:11][N:10]=[C:9]([O:18][CH:19]4[CH2:24][CH2:23][CH:22]([N:25](C)[C:26](=O)OC(C)(C)C)[CH2:21][CH2:20]4)[C:8]=3[C:7]1=2)(=[O:3])[NH2:2].[ClH:36], predict the reaction product. The product is: [ClH:36].[CH3:35][O:34][C@H:4]([CH2:5][C@H:6]1[CH2:17][CH2:16][C:15]2[S:14][C:13]3[N:12]=[CH:11][N:10]=[C:9]([O:18][CH:19]4[CH2:20][CH2:21][CH:22]([NH:25][CH3:26])[CH2:23][CH2:24]4)[C:8]=3[C:7]1=2)[C:1]([NH2:2])=[O:3]. (7) Given the reactants [O:1]1[C:5]2[CH:6]=[CH:7][C:8]([CH2:10][N:11]3[CH2:16][CH2:15][NH:14][CH2:13][CH2:12]3)=[CH:9][C:4]=2[O:3][CH2:2]1.C1([O:23][C:24](=O)[NH:25][C:26]2[S:27][CH:28]=[CH:29][N:30]=2)C=CC=CC=1, predict the reaction product. The product is: [S:27]1[CH:28]=[CH:29][N:30]=[C:26]1[NH:25][C:24]([N:14]1[CH2:13][CH2:12][N:11]([CH2:10][C:8]2[CH:7]=[CH:6][C:5]3[O:1][CH2:2][O:3][C:4]=3[CH:9]=2)[CH2:16][CH2:15]1)=[O:23].